Dataset: Forward reaction prediction with 1.9M reactions from USPTO patents (1976-2016). Task: Predict the product of the given reaction. (1) Given the reactants [N:1]1[CH:6]=[CH:5][C:4]([N:7]2[CH2:12][CH2:11][CH:10]([C:13](Cl)=[O:14])[CH2:9][CH2:8]2)=[CH:3][CH:2]=1.[C:16]([O:20][C:21]([NH:23][CH:24]1[CH2:28][CH2:27][NH:26][CH2:25]1)=[O:22])([CH3:19])([CH3:18])[CH3:17], predict the reaction product. The product is: [C:16]([O:20][C:21]([NH:23][CH:24]1[CH2:28][CH2:27][N:26]([C:13]([CH:10]2[CH2:11][CH2:12][N:7]([C:4]3[CH:5]=[CH:6][N:1]=[CH:2][CH:3]=3)[CH2:8][CH2:9]2)=[O:14])[CH2:25]1)=[O:22])([CH3:19])([CH3:17])[CH3:18]. (2) The product is: [Cl:1][C:2]1[CH:7]=[CH:6][C:5]([C:8]2[N:12]([CH2:13][C@H:14]([OH:19])[C:15]([F:16])([F:17])[F:18])[C:11](=[O:20])[N:10]([CH2:21][C:22]3[CH:27]=[C:26]([C:28]4[CH:33]=[CH:32][CH:31]=[CH:30][C:29]=4[C:34]([F:36])([F:37])[F:35])[C:25]([C:38]([OH:40])=[O:39])=[CH:24][CH:23]=3)[N:9]=2)=[CH:4][CH:3]=1. Given the reactants [Cl:1][C:2]1[CH:7]=[CH:6][C:5]([C:8]2[N:12]([CH2:13][C@H:14]([OH:19])[C:15]([F:18])([F:17])[F:16])[C:11](=[O:20])[N:10]([CH2:21][C:22]3[CH:27]=[C:26]([C:28]4[CH:33]=[CH:32][CH:31]=[CH:30][C:29]=4[C:34]([F:37])([F:36])[F:35])[C:25]([C:38]([O:40]C)=[O:39])=[CH:24][CH:23]=3)[N:9]=2)=[CH:4][CH:3]=1.[OH-].[Na+], predict the reaction product.